This data is from Catalyst prediction with 721,799 reactions and 888 catalyst types from USPTO. The task is: Predict which catalyst facilitates the given reaction. (1) Product: [C:1]([N:5]1[CH:28]([OH:29])[C:8]2[C:7](=[CH:12][CH:11]=[C:10]([CH3:13])[CH:9]=2)[C:6]1=[O:14])([CH3:4])([CH3:3])[CH3:2]. Reactant: [C:1]([NH:5][C:6](=[O:14])[C:7]1[CH:12]=[CH:11][C:10]([CH3:13])=[CH:9][CH:8]=1)([CH3:4])([CH3:3])[CH3:2].C([Li])(CC)C.C1CCCCC1.CN(C)[CH:28]=[O:29]. The catalyst class is: 20. (2) The catalyst class is: 36. Reactant: Cl[C:2]1[C:17]([C:18]#[N:19])=[CH:16][C:5]([C:6]([O:8][CH2:9][C:10]2[CH:15]=[CH:14][CH:13]=[CH:12][CH:11]=2)=[O:7])=[C:4]([CH3:20])[N:3]=1.CCN(C(C)C)C(C)C.[CH2:30]([S:37]([NH:40][C:41]([CH:43]1[CH2:48][CH2:47][NH:46][CH2:45][CH2:44]1)=[O:42])(=[O:39])=[O:38])[C:31]1[CH:36]=[CH:35][CH:34]=[CH:33][CH:32]=1.C([O-])(O)=O.[Na+]. Product: [CH2:30]([S:37]([NH:40][C:41]([CH:43]1[CH2:48][CH2:47][N:46]([C:2]2[C:17]([C:18]#[N:19])=[CH:16][C:5]([C:6]([O:8][CH2:9][C:10]3[CH:15]=[CH:14][CH:13]=[CH:12][CH:11]=3)=[O:7])=[C:4]([CH3:20])[N:3]=2)[CH2:45][CH2:44]1)=[O:42])(=[O:38])=[O:39])[C:31]1[CH:32]=[CH:33][CH:34]=[CH:35][CH:36]=1. (3) Reactant: [CH2:1]([O:8][CH2:9][C:10](Cl)=[O:11])[C:2]1[CH:7]=[CH:6][CH:5]=[CH:4][CH:3]=1.O1CCCC1.[NH2:18][C:19]1[C:26]([OH:27])=[C:25]([F:28])[C:24]([C:29]2[CH:34]=[CH:33][CH:32]=[CH:31][CH:30]=2)=[C:23]([CH3:35])[C:20]=1[C:21]#[N:22].C(=O)([O-])O.[Na+]. Product: [CH2:1]([O:8][CH2:9][C:10]([NH:18][C:19]1[C:26]([OH:27])=[C:25]([F:28])[C:24]([C:29]2[CH:34]=[CH:33][CH:32]=[CH:31][CH:30]=2)=[C:23]([CH3:35])[C:20]=1[C:21]#[N:22])=[O:11])[C:2]1[CH:7]=[CH:6][CH:5]=[CH:4][CH:3]=1. The catalyst class is: 13. (4) Reactant: [N:1]([CH2:4][C:5]1[C:9]2[CH2:10][N:11]([CH3:14])[CH2:12][CH2:13][C:8]=2[NH:7][N:6]=1)=[N+]=[N-].O1CCCC1.O.C1C=CC(P(C2C=CC=CC=2)C2C=CC=CC=2)=CC=1. Product: [CH3:14][N:11]1[CH2:12][CH2:13][C:8]2[NH:7][N:6]=[C:5]([CH2:4][NH2:1])[C:9]=2[CH2:10]1. The catalyst class is: 425. (5) Reactant: [NH2:1][C:2]1[N:3]=[C:4]([N:23]2[CH:27]=[CH:26][N:25]=[CH:24]2)[CH:5]=[C:6]2[C:11]=1[CH:10]=[N:9][C:8]1[CH:12]=[C:13]([O:20][CH2:21][CH3:22])[C:14]([NH:16]C(=O)C)=[CH:15][C:7]2=1.Cl.O. Product: [CH2:21]([O:20][C:13]1[C:14]([NH2:16])=[CH:15][C:7]2[C:6]3[C:11](=[C:2]([NH2:1])[N:3]=[C:4]([N:23]4[CH:27]=[CH:26][N:25]=[CH:24]4)[CH:5]=3)[CH:10]=[N:9][C:8]=2[CH:12]=1)[CH3:22]. The catalyst class is: 8. (6) Reactant: [Cl:1][C:2]1[CH:7]=[C:6]([O:8][CH:9]([F:11])[F:10])[CH:5]=[CH:4][C:3]=1[C:12]1[CH:17]=[CH:16][N:15]=[C:14]([NH:18][CH:19]([CH:22]2[CH2:24][CH2:23]2)[CH2:20][CH3:21])[C:13]=1[NH2:25].[C:26](OC)(=[O:30])[C:27]([CH3:29])=O. Product: [Cl:1][C:2]1[CH:7]=[C:6]([O:8][CH:9]([F:10])[F:11])[CH:5]=[CH:4][C:3]=1[C:12]1[C:13]2[N:25]=[C:27]([CH3:29])[C:26](=[O:30])[N:18]([CH:19]([CH:22]3[CH2:24][CH2:23]3)[CH2:20][CH3:21])[C:14]=2[N:15]=[CH:16][CH:17]=1. The catalyst class is: 8.